This data is from Retrosynthesis with 50K atom-mapped reactions and 10 reaction types from USPTO. The task is: Predict the reactants needed to synthesize the given product. (1) Given the product CCOc1ccc(-c2nc3ccccn3c2-c2ccnc(Nc3ccc(C4CCN(CC(C)C)CC4)cc3OC)n2)cc1C(=O)Nc1c(F)cccc1F, predict the reactants needed to synthesize it. The reactants are: CCOc1ccc(-c2nc3ccccn3c2-c2ccnc(Cl)n2)cc1C(=O)Nc1c(F)cccc1F.COc1cc(C2CCN(CC(C)C)CC2)ccc1N. (2) The reactants are: COC(=O)CC(=O)Cl.c1cc(-c2nc3c(s2)CNCC3)ccc1O[C@H]1C[C@H](N2CCCCC2)C1. Given the product COC(=O)CC(=O)N1CCc2nc(-c3ccc(O[C@H]4C[C@H](N5CCCCC5)C4)cc3)sc2C1, predict the reactants needed to synthesize it. (3) Given the product CCOC(=O)C=Cc1ccc(OCc2ccccc2)c(OCc2ccccc2)c1, predict the reactants needed to synthesize it. The reactants are: CCOC(=O)CP(=O)(OCC)OCC.O=Cc1ccc(OCc2ccccc2)c(OCc2ccccc2)c1.